Dataset: Forward reaction prediction with 1.9M reactions from USPTO patents (1976-2016). Task: Predict the product of the given reaction. Given the reactants [CH:1]([N:4]=[C:5]=[O:6])([CH3:3])[CH3:2].Cl.Cl.[NH:9]1[CH2:14][CH2:13][CH:12]([CH2:15][CH2:16][NH:17][C:18]2[N:19]([CH2:32][CH2:33][CH3:34])[N:20]=[C:21]3[C:30]=2[C:29]2[CH:28]=[CH:27][CH:26]=[CH:25][C:24]=2[N:23]=[C:22]3[NH2:31])[CH2:11][CH2:10]1.C(N(CC)CC)C.CN(C)C=O, predict the reaction product. The product is: [NH2:31][C:22]1[C:21]2=[N:20][N:19]([CH2:32][CH2:33][CH3:34])[C:18]([NH:17][CH2:16][CH2:15][CH:12]3[CH2:13][CH2:14][N:9]([C:5]([NH:4][CH:1]([CH3:3])[CH3:2])=[O:6])[CH2:10][CH2:11]3)=[C:30]2[C:29]2[CH:28]=[CH:27][CH:26]=[CH:25][C:24]=2[N:23]=1.